This data is from Reaction yield outcomes from USPTO patents with 853,638 reactions. The task is: Predict the reaction yield, written as a fraction of the theoretical maximum amount of product (1.0 means a 100% yield; for example, 0.34 means a 34% yield). (1) The reactants are [Cl:1][C:2]1[C:3]([N:12]2[CH2:18][CH2:17][CH2:16][NH:15][CH2:14][CH2:13]2)=[N:4][CH:5]=[C:6]([C:8]([F:11])([F:10])[F:9])[CH:7]=1.Cl[C:20]1[CH:21]=[CH:22][C:23]2[N:24]([C:26]([C:29]([Cl:32])([F:31])[F:30])=[N:27][N:28]=2)[N:25]=1. No catalyst specified. The product is [Cl:32][C:29]([F:30])([F:31])[C:26]1[N:24]2[N:25]=[C:20]([N:15]3[CH2:16][CH2:17][CH2:18][N:12]([C:3]4[C:2]([Cl:1])=[CH:7][C:6]([C:8]([F:9])([F:10])[F:11])=[CH:5][N:4]=4)[CH2:13][CH2:14]3)[CH:21]=[CH:22][C:23]2=[N:28][N:27]=1. The yield is 0.620. (2) The reactants are [Cl:1][C:2]1[CH:7]=[CH:6][C:5]([C:8]2[CH:13]=[C:12]([C:14]([F:17])([F:16])[F:15])[N:11]=[C:10]([N:18]3[CH:22]=[C:21](I)[N:20]=[CH:19]3)[N:9]=2)=[CH:4][CH:3]=1.[Cl-].[Li+].C([Mg]Cl)(C)C.[CH2:31]([Sn:35](Cl)([CH2:40][CH2:41][CH2:42][CH3:43])[CH2:36][CH2:37][CH2:38][CH3:39])[CH2:32][CH2:33][CH3:34].[Cl-].[NH4+]. The yield is 0.470. The catalyst is C1COCC1. The product is [Cl:1][C:2]1[CH:7]=[CH:6][C:5]([C:8]2[CH:13]=[C:12]([C:14]([F:17])([F:16])[F:15])[N:11]=[C:10]([N:18]3[CH:22]=[C:21]([Sn:35]([CH2:36][CH2:37][CH2:38][CH3:39])([CH2:40][CH2:41][CH2:42][CH3:43])[CH2:31][CH2:32][CH2:33][CH3:34])[N:20]=[CH:19]3)[N:9]=2)=[CH:4][CH:3]=1. (3) The reactants are [C:1](=O)([O-])[O-].[K+].[K+].CI.[F:9][C:10]([F:21])([F:20])[C:11]1[C:16]([C:17]([OH:19])=[O:18])=[CH:15][N:14]=[CH:13][CH:12]=1.O. The catalyst is CN(C)C=O. The product is [F:21][C:10]([F:9])([F:20])[C:11]1[C:16]([C:17]([O:19][CH3:1])=[O:18])=[CH:15][N:14]=[CH:13][CH:12]=1. The yield is 0.561. (4) The reactants are [F:1][C:2]1[CH:3]=[C:4]([C:9]([CH3:14])([CH3:13])[C:10]([OH:12])=[O:11])[CH:5]=[C:6]([F:8])[CH:7]=1.C(Cl)(=O)C(Cl)=O.[CH3:21][C:22]([CH3:25])([O-])[CH3:23].[K+]. The catalyst is C(Cl)Cl.CN(C=O)C.CCOCC. The product is [F:1][C:2]1[CH:3]=[C:4]([C:9]([CH3:14])([CH3:13])[C:10]([O:12][C:22]([CH3:25])([CH3:23])[CH3:21])=[O:11])[CH:5]=[C:6]([F:8])[CH:7]=1. The yield is 0.970. (5) The reactants are [CH:1]1([N:5]2[C:9]3=[N:10][C:11]([O:14][CH3:15])=[CH:12][CH:13]=[C:8]3[CH2:7][C:6]2=O)[CH2:4][CH2:3][CH2:2]1.CC(C[AlH]CC(C)C)C.C(C(C(C([O-])=O)O)O)([O-])=O.[Na+].[K+]. The catalyst is C(Cl)Cl. The product is [CH:1]1([N:5]2[C:9]3=[N:10][C:11]([O:14][CH3:15])=[CH:12][CH:13]=[C:8]3[CH:7]=[CH:6]2)[CH2:4][CH2:3][CH2:2]1. The yield is 0.480. (6) The reactants are [P:1]([O:11][CH2:12][C:13]1[C:18]([O:19][CH3:20])=[CH:17][CH:16]=[CH:15][C:14]=1[CH2:21][OH:22])([O:7][CH2:8][CH:9]=[CH2:10])([O:3][CH2:4][CH:5]=[CH2:6])=[O:2].[Cr](O[Cr]([O-])(=O)=O)([O-])(=O)=[O:24].[NH+]1C=CC=CC=1.[NH+]1C=CC=CC=1.CC(C)=O.OS(O)(=O)=O.O=[Cr](=O)=O.S(=O)(=O)(O)O. The catalyst is CN(C)C=O.CC(C)=O.O.CC(O)C. The product is [CH2:4]([O:3][P:1]([O:11][CH2:12][C:13]1[C:18]([O:19][CH3:20])=[CH:17][CH:16]=[CH:15][C:14]=1[C:21]([OH:24])=[O:22])([O:7][CH2:8][CH:9]=[CH2:10])=[O:2])[CH:5]=[CH2:6]. The yield is 0.600. (7) The reactants are [CH3:1][C:2]1[O:3][C:4]2[CH:10]=[C:9]([N+:11]([O-])=O)[CH:8]=[CH:7][C:5]=2[N:6]=1. The catalyst is CC(O)=O.[Fe]. The product is [CH3:1][C:2]1[O:3][C:4]2[CH:10]=[C:9]([NH2:11])[CH:8]=[CH:7][C:5]=2[N:6]=1. The yield is 0.830. (8) The reactants are C[O:2][C:3](=O)[C:4]1[CH:13]=[CH:12][CH:11]=[C:6]([C:7](OC)=[O:8])[C:5]=1[Br:14].[BH4-].[Na+]. The catalyst is O1CCOCC1.O. The product is [OH:8][CH2:7][C:6]1[CH:11]=[CH:12][CH:13]=[C:4]([CH2:3][OH:2])[C:5]=1[Br:14]. The yield is 0.781. (9) The reactants are [O:1]=[C:2]1[C:10]2([C:22]3[C:13](=[CH:14][C:15]4[O:20][CH2:19][CH2:18][O:17][C:16]=4[CH:21]=3)[O:12][CH2:11]2)[C:9]2[C:4](=[CH:5][CH:6]=[CH:7][CH:8]=2)[N:3]1[CH2:23][C:24]1[CH:32]=[CH:31][C:27]([C:28](O)=[O:29])=[CH:26][CH:25]=1.C(Cl)(=O)C(Cl)=O.O[NH:40][C:41](=[NH:43])[CH3:42]. The catalyst is ClCCl.CN(C)C=O. The product is [CH3:42][C:41]1[N:43]=[C:28]([C:27]2[CH:31]=[CH:32][C:24]([CH2:23][N:3]3[C:4]4[C:9](=[CH:8][CH:7]=[CH:6][CH:5]=4)[C:10]4([C:22]5[C:13](=[CH:14][C:15]6[O:20][CH2:19][CH2:18][O:17][C:16]=6[CH:21]=5)[O:12][CH2:11]4)[C:2]3=[O:1])=[CH:25][CH:26]=2)[O:29][N:40]=1. The yield is 0.630. (10) The reactants are [Cl:1][C:2]1[CH:7]=[CH:6][C:5]([CH2:8][CH2:9]O)=[CH:4][CH:3]=1.CN(C)C=O.S(Cl)([Cl:18])=O.O. The catalyst is C1(C)C=CC=CC=1. The product is [Cl:1][C:2]1[CH:7]=[CH:6][C:5]([CH2:8][CH2:9][Cl:18])=[CH:4][CH:3]=1. The yield is 0.970.